The task is: Predict the reactants needed to synthesize the given product.. This data is from Full USPTO retrosynthesis dataset with 1.9M reactions from patents (1976-2016). (1) The reactants are: [CH:1]([C@H:14]1[CH2:20][C@H:19]2[C@H:17]([O:18]2)[CH2:16][O:15]1)([C:8]1[CH:13]=[CH:12][CH:11]=[CH:10][CH:9]=1)[C:2]1[CH:7]=[CH:6][CH:5]=[CH:4][CH:3]=1.[F:21][C:22]1[CH:29]=[CH:28][C:25]([CH2:26][NH2:27])=[CH:24][CH:23]=1. Given the product [CH:1]([C@H:14]1[CH2:20][C@H:19]([OH:18])[C@@H:17]([NH:27][CH2:26][C:25]2[CH:28]=[CH:29][C:22]([F:21])=[CH:23][CH:24]=2)[CH2:16][O:15]1)([C:8]1[CH:13]=[CH:12][CH:11]=[CH:10][CH:9]=1)[C:2]1[CH:3]=[CH:4][CH:5]=[CH:6][CH:7]=1, predict the reactants needed to synthesize it. (2) The reactants are: [H-].[Na+].[I-].[CH3:4][S+](C)(C)=O.[CH2:9]([C:11]1([CH2:21][C:22](=[O:27])[C:23]([F:26])([F:25])[F:24])[C:20]2[C:15](=[CH:16][CH:17]=[CH:18][CH:19]=2)[CH2:14][CH2:13][CH2:12]1)[CH3:10].O. Given the product [CH2:9]([C:11]1([CH2:21][C:22]2([C:23]([F:24])([F:26])[F:25])[CH2:4][O:27]2)[C:20]2[C:15](=[CH:16][CH:17]=[CH:18][CH:19]=2)[CH2:14][CH2:13][CH2:12]1)[CH3:10], predict the reactants needed to synthesize it. (3) Given the product [F:1][C:2]1[CH:27]=[CH:26][C:5]([O:6][C:7]2[CH:8]=[CH:9][C:10]([CH:13]3[C:18]4=[N:19][S:20](=[O:24])(=[O:23])[CH2:21][CH2:22][N:17]4[CH2:16][CH:15]([CH3:25])[CH2:14]3)=[CH:11][CH:12]=2)=[CH:4][C:3]=1[O:28][CH3:29], predict the reactants needed to synthesize it. The reactants are: [F:1][C:2]1[CH:27]=[CH:26][C:5]([O:6][C:7]2[CH:12]=[CH:11][C:10]([C:13]3[C:18]4=[N:19][S:20](=[O:24])(=[O:23])[CH2:21][CH2:22][N:17]4[CH:16]=[C:15]([CH3:25])[CH:14]=3)=[CH:9][CH:8]=2)=[CH:4][C:3]=1[O:28][CH3:29]. (4) Given the product [F:18][C:15]1[CH:14]=[CH:13][C:12]([C@@H:8]([NH2:7])[CH2:9][CH2:10][N:20]2[CH2:25][CH2:24][O:23][CH2:22][CH2:21]2)=[CH:17][CH:16]=1, predict the reactants needed to synthesize it. The reactants are: C(OC(=O)[NH:7][C@H:8]([C:12]1[CH:17]=[CH:16][C:15]([F:18])=[CH:14][CH:13]=1)[CH2:9][CH:10]=O)(C)(C)C.[NH:20]1[CH2:25][CH2:24][O:23][CH2:22][CH2:21]1.C(O[BH-](OC(=O)C)OC(=O)C)(=O)C.[Na+].O. (5) The reactants are: [CH3:1][N:2]1[CH:6]=[N:5][N:4]=[C:3]1[SH:7].CC(C)([O-])C.[K+].Cl[C:15]1[N:20]=[C:19]([C:21]([NH:23][C:24]2[S:28][N:27]=[C:26]([CH3:29])[N:25]=2)=[O:22])[C:18]([S:30][C:31]2[CH:36]=[CH:35][C:34]([OH:37])=[CH:33][CH:32]=2)=[CH:17][CH:16]=1.Cl. Given the product [OH:37][C:34]1[CH:35]=[CH:36][C:31]([S:30][C:18]2[C:19]([C:21]([NH:23][C:24]3[S:28][N:27]=[C:26]([CH3:29])[N:25]=3)=[O:22])=[N:20][C:15]([S:7][C:3]3[N:2]([CH3:1])[CH:6]=[N:5][N:4]=3)=[CH:16][CH:17]=2)=[CH:32][CH:33]=1, predict the reactants needed to synthesize it. (6) Given the product [CH3:1][C:2]1[N:7]=[C:6]([C:8]([NH2:9])=[O:22])[C:5]([C:10]([F:12])([F:11])[F:13])=[C:4]([C:14]([F:20])([F:19])[C:15]([F:16])([F:17])[F:18])[N:3]=1, predict the reactants needed to synthesize it. The reactants are: [CH3:1][C:2]1[N:7]=[C:6]([C:8]#[N:9])[C:5]([C:10]([F:13])([F:12])[F:11])=[C:4]([C:14]([F:20])([F:19])[C:15]([F:18])([F:17])[F:16])[N:3]=1.S(=O)(=O)(O)[OH:22]. (7) Given the product [C:33]([O-:35])(=[O:34])[CH3:32].[NH4+:2].[F:21][C:22]1[C:23]2[N:24]([N:46]=[C:47]([C:53]3[CH:58]=[CH:57][C:56]([F:59])=[CH:55][CH:54]=3)[C:48]=2[C:49]([NH:50][CH3:51])=[O:52])[CH:25]=[CH:26][C:27]=1[C:28]1[C:29]([CH3:45])=[N:30][C:31]([O:37][CH2:38][CH:39]2[CH2:40][CH2:41][O:42][CH2:43][CH2:44]2)=[C:32]([C:33](=[O:34])[NH:11][C:8]2([C:3]3[N:4]=[CH:5][CH:6]=[CH:7][N:2]=3)[CH2:10][CH2:9]2)[CH:36]=1, predict the reactants needed to synthesize it. The reactants are: Cl.[N:2]1[CH:7]=[CH:6][CH:5]=[N:4][C:3]=1[C:8]1([NH2:11])[CH2:10][CH2:9]1.C(N(C(C)C)CC)(C)C.[F:21][C:22]1[C:23]2[N:24]([N:46]=[C:47]([C:53]3[CH:58]=[CH:57][C:56]([F:59])=[CH:55][CH:54]=3)[C:48]=2[C:49](=[O:52])[NH:50][CH3:51])[CH:25]=[CH:26][C:27]=1[C:28]1[C:29]([CH3:45])=[N:30][C:31]([O:37][CH2:38][CH:39]2[CH2:44][CH2:43][O:42][CH2:41][CH2:40]2)=[C:32]([CH:36]=1)[C:33]([OH:35])=[O:34].CN(C(ON1N=NC2C=CC=NC1=2)=[N+](C)C)C.F[P-](F)(F)(F)(F)F. (8) Given the product [Cl:12][C:8]1[N:7]=[C:6]([N:13]2[CH2:18][CH2:17][O:16][CH2:15][CH2:14]2)[C:5]2[C:10](=[CH:11][C:2]([C:27]3[CH:26]=[CH:25][CH:24]=[C:23]([S:20]([CH3:19])(=[O:22])=[O:21])[CH:28]=3)=[CH:3][CH:4]=2)[N:9]=1, predict the reactants needed to synthesize it. The reactants are: Br[C:2]1[CH:11]=[C:10]2[C:5]([C:6]([N:13]3[CH2:18][CH2:17][O:16][CH2:15][CH2:14]3)=[N:7][C:8]([Cl:12])=[N:9]2)=[CH:4][CH:3]=1.[CH3:19][S:20]([C:23]1[CH:24]=[C:25](B(O)O)[CH:26]=[CH:27][CH:28]=1)(=[O:22])=[O:21].C(=O)([O-])[O-].[Na+].[Na+].CN(C=O)C. (9) The reactants are: C[O:2][C:3]([C:5]1[CH:22]=[C:21]2[C:8]([S:9](=[O:24])(=[O:23])[NH:10][C:11]3[C:20]2=[CH:19][CH:18]=[C:17]2[C:12]=3[N:13]=[CH:14][CH:15]=[CH:16]2)=[CH:7][CH:6]=1)=O.[NH3:25]. Given the product [O:23]=[S:9]1(=[O:24])[C:8]2[C:21](=[CH:22][C:5]([C:3]([NH2:25])=[O:2])=[CH:6][CH:7]=2)[C:20]2[C:11](=[C:12]3[C:17](=[CH:18][CH:19]=2)[CH:16]=[CH:15][CH:14]=[N:13]3)[NH:10]1, predict the reactants needed to synthesize it. (10) Given the product [CH3:43][C:30]([C:27]1[CH:26]=[CH:25][C:24]([CH2:23][O:19][C:15]2[CH:16]=[CH:17][CH:18]=[C:13]([C:8]3[C:7]4[C:12](=[C:3]([C:2]([F:1])([F:20])[F:21])[CH:4]=[CH:5][CH:6]=4)[N:11]=[CH:10][N:9]=3)[CH:14]=2)=[CH:29][CH:28]=1)([CH3:31])[C:36]([OH:37])=[O:39], predict the reactants needed to synthesize it. The reactants are: [F:1][C:2]([F:21])([F:20])[C:3]1[CH:4]=[CH:5][CH:6]=[C:7]2[C:12]=1[N:11]=[CH:10][N:9]=[C:8]2[C:13]1[CH:14]=[C:15]([OH:19])[CH:16]=[CH:17][CH:18]=1.Br[CH2:23][C:24]1[CH:29]=[CH:28][C:27]([CH2:30][C:31](OCC)=O)=[CH:26][CH:25]=1.[C:36](=[O:39])([O-])[O-:37].[Cs+].[Cs+].Cl[CH2:43]Cl.